This data is from Forward reaction prediction with 1.9M reactions from USPTO patents (1976-2016). The task is: Predict the product of the given reaction. (1) Given the reactants [N+:1]([C:4]1[CH:9]=[CH:8][C:7]([N:10]=[C:11]=S)=[CH:6][CH:5]=1)([O-:3])=[O:2].[C:13]([O:17][C:18](=[O:44])[NH:19][CH2:20][CH2:21][CH2:22][NH:23][C:24]1[CH:29]=[C:28]([C:30]([N:32]([CH2:38][CH2:39][CH:40]([CH3:42])[CH3:41])[CH2:33][CH2:34][CH:35]([CH3:37])[CH3:36])=[O:31])[CH:27]=[CH:26][C:25]=1[NH2:43])([CH3:16])([CH3:15])[CH3:14], predict the reaction product. The product is: [CH3:41][CH:40]([CH3:42])[CH2:39][CH2:38][N:32]([CH2:33][CH2:34][CH:35]([CH3:37])[CH3:36])[C:30]([C:28]1[CH:27]=[CH:26][C:25]2[N:43]=[C:11]([NH:10][C:7]3[CH:8]=[CH:9][C:4]([N+:1]([O-:3])=[O:2])=[CH:5][CH:6]=3)[N:23]([CH2:22][CH2:21][CH2:20][NH:19][C:18](=[O:44])[O:17][C:13]([CH3:16])([CH3:14])[CH3:15])[C:24]=2[CH:29]=1)=[O:31]. (2) Given the reactants C(OC(C1[C:13]([C:14]([O:16]C)=O)=[CH:12][C:11]([Cl:18])=[N:10][CH:9]=1)=O)(C)(C)C.[C:19]([O:23][C:24]([C:26]1C(C(O)=O)=CC(Cl)=NC=1)=[O:25])(C)(C)C.[H-].[Na+].CI.[CH3:40][N:41]([CH:43]=[O:44])[CH3:42], predict the reaction product. The product is: [Cl:18][C:11]1[CH:12]=[C:13]2[C:40](=[CH:9][N:10]=1)[N:41]([CH3:42])[C:43](=[O:44])[C:26]([C:24]([O:23][CH3:19])=[O:25])=[C:14]2[OH:16]. (3) Given the reactants [Cl:1][C:2]1[N:7]=[C:6](Cl)[C:5]([F:9])=[CH:4][N:3]=1.[C:10]1([S:16]([N:19]2[C:27]3[C:22](=[CH:23][CH:24]=[CH:25][CH:26]=3)[C:21](B(O)O)=[CH:20]2)(=[O:18])=[O:17])[CH:15]=[CH:14][CH:13]=[CH:12][CH:11]=1.C([O-])([O-])=O.[Cs+].[Cs+].O1CCOCC1.O, predict the reaction product. The product is: [Cl:1][C:2]1[N:7]=[C:6]([C:21]2[C:22]3[C:27](=[CH:26][CH:25]=[CH:24][CH:23]=3)[N:19]([S:16]([C:10]3[CH:15]=[CH:14][CH:13]=[CH:12][CH:11]=3)(=[O:18])=[O:17])[CH:20]=2)[C:5]([F:9])=[CH:4][N:3]=1. (4) Given the reactants [C:1]([C:3]1[CH:4]=[C:5]2[C:10](=[CH:11][CH:12]=1)[CH2:9][CH:8]([N:13]1[CH2:18][CH2:17][N:16](C(OC(C)(C)C)=O)[CH2:15][C:14]1=[O:26])[CH2:7][CH2:6]2)#[N:2].C(O)C, predict the reaction product. The product is: [O:26]=[C:14]1[CH2:15][NH:16][CH2:17][CH2:18][N:13]1[C@H:8]1[CH2:7][CH2:6][C:5]2[CH:4]=[C:3]([C:1]#[N:2])[CH:12]=[CH:11][C:10]=2[CH2:9]1. (5) Given the reactants [H-].[H-].[H-].[H-].[Li+].[Al+3].C1COCC1.[C:12]1(=O)[NH:16][C:15](=O)[CH:14]2[CH2:18][CH2:19][CH:20]=[CH:21][CH:13]12, predict the reaction product. The product is: [CH2:15]1[C@@H:14]2[C@@H:13]([CH2:21][CH:20]=[CH:19][CH2:18]2)[CH2:12][NH:16]1.